Dataset: Catalyst prediction with 721,799 reactions and 888 catalyst types from USPTO. Task: Predict which catalyst facilitates the given reaction. (1) Reactant: [Cl:1][C:2]1[CH:7]=[C:6]([Cl:8])[CH:5]=[CH:4][C:3]=1[NH:9][C:10]1[N:15]=[C:14]([C:16]([F:19])([F:18])[F:17])[C:13]([C:20](O)=[O:21])=[CH:12][N:11]=1.C(N1CCOCC1)C.O.ON1C2C=CC=CC=2N=N1.Cl.CN(C)CCCN=C=NCC.Cl.[CH3:55][NH:56][O:57][CH3:58]. Product: [CH3:58][O:57][N:56]([CH3:55])[C:20]([C:13]1[C:14]([C:16]([F:19])([F:18])[F:17])=[N:15][C:10]([NH:9][C:3]2[CH:4]=[CH:5][C:6]([Cl:8])=[CH:7][C:2]=2[Cl:1])=[N:11][CH:12]=1)=[O:21]. The catalyst class is: 9. (2) Reactant: [N:1]1([CH2:10][C@@H:11]([OH:16])[C:12]([CH3:15])([CH3:14])[CH3:13])[C:5]2[CH:6]=[CH:7][CH:8]=[CH:9][C:4]=2[N:3]=[CH:2]1.C([Li])CCC.Cl[C:23]([O:25][C:26]1[CH:31]=[CH:30][C:29]([N+:32]([O-:34])=[O:33])=[CH:28][CH:27]=1)=[O:24].C(=O)(O)[O-].[Na+]. Product: [C:23](=[O:24])([O:16][C@H:11]([CH2:10][N:1]1[C:5]2[CH:6]=[CH:7][CH:8]=[CH:9][C:4]=2[N:3]=[CH:2]1)[C:12]([CH3:13])([CH3:15])[CH3:14])[O:25][C:26]1[CH:27]=[CH:28][C:29]([N+:32]([O-:34])=[O:33])=[CH:30][CH:31]=1. The catalyst class is: 7. (3) Reactant: CI.[CH2:3]([C:6]1[C:15]([OH:16])=[CH:14][CH:13]=[C:12]2[C:7]=1[CH2:8][CH2:9][CH2:10][C:11]2=[O:17])[CH:4]=[CH2:5].[C:18](=O)([O-])[O-].[K+].[K+].CN(C)C=O. Product: [CH2:3]([C:6]1[C:15]([O:16][CH3:18])=[CH:14][CH:13]=[C:12]2[C:7]=1[CH2:8][CH2:9][CH2:10][C:11]2=[O:17])[CH:4]=[CH2:5]. The catalyst class is: 84. (4) Reactant: [C:1]([O:5][C:6]([N:8]([CH2:17][C:18]1[CH:19]=[CH:20][C:21]2[CH:22]3[CH2:31][CH2:30][CH2:29][CH:23]3[C:24](=O)[NH:25][C:26]=2[CH:27]=1)[CH2:9][C:10]1[CH:15]=[CH:14][CH:13]=[C:12]([Cl:16])[CH:11]=1)=[O:7])([CH3:4])([CH3:3])[CH3:2].COC1C=CC(P2(SP(C3C=CC(OC)=CC=3)(=S)S2)=[S:41])=CC=1. Product: [C:1]([O:5][C:6]([N:8]([CH2:17][C:18]1[CH:19]=[CH:20][C:21]2[CH:22]3[CH2:31][CH2:30][CH2:29][CH:23]3[C:24](=[S:41])[NH:25][C:26]=2[CH:27]=1)[CH2:9][C:10]1[CH:15]=[CH:14][CH:13]=[C:12]([Cl:16])[CH:11]=1)=[O:7])([CH3:4])([CH3:3])[CH3:2]. The catalyst class is: 57. (5) Reactant: [NH:1]([C:14]([O:16][CH2:17][CH:18]1[C:30]2[C:25](=[CH:26][CH:27]=[CH:28][CH:29]=2)[C:24]2[C:19]1=[CH:20][CH:21]=[CH:22][CH:23]=2)=[O:15])[C@H:2]([C:11]([OH:13])=[O:12])[CH2:3][C:4](=[O:10])[O:5]C(C)(C)C.C1CCC(N=C=NC2CCCCC2)CC1.N[C@H](C(OCC1C=CC=CC=1)=O)CC1C2C(=CC=CC=2)NC=1.Cl. Product: [NH:1]([C:14]([O:16][CH2:17][CH:18]1[C:30]2[C:25](=[CH:26][CH:27]=[CH:28][CH:29]=2)[C:24]2[C:19]1=[CH:20][CH:21]=[CH:22][CH:23]=2)=[O:15])[C@H:2]([C:11]([OH:13])=[O:12])[CH2:3][C:4](=[O:5])[OH:10]. The catalyst class is: 2. (6) Reactant: [OH:1][CH2:2][CH2:3][O:4][C:5]1[N:10]=[C:9]([C:11]2[N:16]=[CH:15][CH:14]=[CH:13][N:12]=2)[N:8]=[C:7]([NH:17][S:18]([CH2:21][CH3:22])(=[O:20])=[O:19])[C:6]=1[O:23][C:24]1[CH:29]=[CH:28][CH:27]=[CH:26][C:25]=1[O:30][CH3:31].[H-].[Na+].Cl[C:35]1[N:40]=[CH:39][C:38]([S:41][CH3:42])=[CH:37][N:36]=1.C(O)(=O)CC(CC(O)=O)(C(O)=O)O. Product: [CH3:42][S:41][C:38]1[CH:37]=[N:36][C:35]([O:1][CH2:2][CH2:3][O:4][C:5]2[N:10]=[C:9]([C:11]3[N:16]=[CH:15][CH:14]=[CH:13][N:12]=3)[N:8]=[C:7]([NH:17][S:18]([CH2:21][CH3:22])(=[O:20])=[O:19])[C:6]=2[O:23][C:24]2[CH:29]=[CH:28][CH:27]=[CH:26][C:25]=2[O:30][CH3:31])=[N:40][CH:39]=1. The catalyst class is: 1.